Task: Predict the product of the given reaction.. Dataset: Forward reaction prediction with 1.9M reactions from USPTO patents (1976-2016) (1) Given the reactants [H-].[Al+3].[Li+].[H-].[H-].[H-].[CH2:7]([N:14]1[CH:18]([CH3:19])[CH2:17][CH:16]([C:20](OC)=[O:21])[C:15]1=O)[C:8]1[CH:13]=[CH:12][CH:11]=[CH:10][CH:9]=1.[OH-].[Na+].S([O-])([O-])(=O)=O.[Mg+2], predict the reaction product. The product is: [CH2:7]([N:14]1[CH:18]([CH3:19])[CH2:17][CH:16]([CH2:20][OH:21])[CH2:15]1)[C:8]1[CH:13]=[CH:12][CH:11]=[CH:10][CH:9]=1. (2) Given the reactants [CH3:1][C:2]1([CH3:15])[CH2:13][C:12]2[CH:11]=[C:10]3[N:5]([CH2:6][CH2:7][NH:8][C:9]3=[O:14])[C:4]=2[CH2:3]1.Br[C:17]1[C:22]([CH:23]=[O:24])=[C:21]([Cl:25])[N:20]=[CH:19][CH:18]=1.CC1(C)C2C(=C(P(C3C=CC=CC=3)C3C=CC=CC=3)C=CC=2)OC2C(P(C3C=CC=CC=3)C3C=CC=CC=3)=CC=CC1=2.C(=O)([O-])[O-].[Cs+].[Cs+], predict the reaction product. The product is: [Cl:25][C:21]1[C:22]([CH:23]=[O:24])=[C:17]([N:8]2[CH2:7][CH2:6][N:5]3[C:10](=[CH:11][C:12]4[CH2:13][C:2]([CH3:15])([CH3:1])[CH2:3][C:4]=43)[C:9]2=[O:14])[CH:18]=[CH:19][N:20]=1. (3) Given the reactants [CH2:1]([C:3]1[CH:8]=[CH:7][CH:6]=[CH:5][CH:4]=1)[CH3:2].[CH2:9](O)[CH3:10], predict the reaction product. The product is: [CH2:1]([C:3]1[CH:8]=[CH:7][CH:6]=[CH:5][C:4]=1[CH2:9][CH3:10])[CH3:2]. (4) The product is: [Cl:1][C:2]1[CH:9]=[C:8]([N:10]([C@H:11]2[CH2:15][CH2:14][N:13]([CH2:30][C:29]3[C:28]([F:27])=[CH:35][CH:34]=[CH:33][C:32]=3[F:36])[CH2:12]2)[CH2:16][C:17]2[CH:22]=[CH:21][CH:20]=[CH:19][C:18]=2[C:23]([F:26])([F:24])[F:25])[CH:7]=[CH:6][C:3]=1[C:4]#[N:5]. Given the reactants [Cl:1][C:2]1[CH:9]=[C:8]([N:10]([CH2:16][C:17]2[CH:22]=[CH:21][CH:20]=[CH:19][C:18]=2[C:23]([F:26])([F:25])[F:24])[C@H:11]2[CH2:15][CH2:14][NH:13][CH2:12]2)[CH:7]=[CH:6][C:3]=1[C:4]#[N:5].[F:27][C:28]1[CH:35]=[CH:34][CH:33]=[C:32]([F:36])[C:29]=1[CH2:30]Br, predict the reaction product. (5) Given the reactants Cl.CN(C)CCCN=C=NCC.CN1CCOCC1.O.ON1C2C=CC=CC=2N=N1.[F:31][C:32]([F:42])([F:41])[C:33]1[CH:34]=[CH:35][C:36]([NH:39][NH2:40])=[N:37][CH:38]=1.[Cl:43][C:44]1[CH:52]=[CH:51][CH:50]=[C:49]([Cl:53])[C:45]=1[C:46](O)=[O:47], predict the reaction product. The product is: [F:42][C:32]([F:31])([F:41])[C:33]1[CH:34]=[CH:35][C:36]([N:39]([C:46](=[O:47])[C:45]2[C:44]([Cl:43])=[CH:52][CH:51]=[CH:50][C:49]=2[Cl:53])[NH2:40])=[N:37][CH:38]=1. (6) Given the reactants [C:1]([N:7]1[C@@H:11]([C:12]2[CH:17]=[CH:16][CH:15]=[CH:14][CH:13]=2)[C@@H:10]([C:18]2[CH:23]=[CH:22][CH:21]=[CH:20][CH:19]=2)[O:9][C:8]1=[O:24])(=[O:6])[CH2:2][CH2:3][CH:4]=[CH2:5].[Li+].CC([N-]C(C)C)C.Br[CH2:34][C:35]1[C:40]([F:41])=[CH:39][CH:38]=[CH:37][C:36]=1[Cl:42], predict the reaction product. The product is: [Cl:42][C:36]1[CH:37]=[CH:38][CH:39]=[C:40]([F:41])[C:35]=1[CH2:34][C@@H:2]([CH2:3][CH:4]=[CH2:5])[C:1]([N:7]1[C@@H:11]([C:12]2[CH:17]=[CH:16][CH:15]=[CH:14][CH:13]=2)[C@@H:10]([C:18]2[CH:23]=[CH:22][CH:21]=[CH:20][CH:19]=2)[O:9][C:8]1=[O:24])=[O:6].